This data is from Peptide-MHC class I binding affinity with 185,985 pairs from IEDB/IMGT. The task is: Regression. Given a peptide amino acid sequence and an MHC pseudo amino acid sequence, predict their binding affinity value. This is MHC class I binding data. (1) The peptide sequence is ETITEKTFK. The MHC is HLA-A68:01 with pseudo-sequence HLA-A68:01. The binding affinity (normalized) is 0.733. (2) The peptide sequence is FAGDLYRMY. The MHC is HLA-B35:01 with pseudo-sequence HLA-B35:01. The binding affinity (normalized) is 0.808. (3) The peptide sequence is AAVTLNRIK. The binding affinity (normalized) is 0.255. The MHC is HLA-A68:01 with pseudo-sequence HLA-A68:01. (4) The peptide sequence is FPFKYAAAF. The MHC is Patr-A0301 with pseudo-sequence Patr-A0301. The binding affinity (normalized) is 0. (5) The peptide sequence is PTRTWKVLSI. The MHC is HLA-A68:02 with pseudo-sequence HLA-A68:02. The binding affinity (normalized) is 0.0161.